Dataset: Catalyst prediction with 721,799 reactions and 888 catalyst types from USPTO. Task: Predict which catalyst facilitates the given reaction. Reactant: [CH2:1]=[CH:2][CH2:3][C:4](=[O:8])[CH2:5][CH:6]=[CH2:7].O.O.O.O.O.O.O.O.O.[S-2:18].[Na+].[Na+].C(=O)([O-])[O-].[K+].[K+]. Product: [CH3:7][CH:6]1[CH2:5][C:4](=[O:8])[CH2:3][CH:2]([CH3:1])[S:18]1. The catalyst class is: 93.